This data is from Peptide-MHC class I binding affinity with 185,985 pairs from IEDB/IMGT. The task is: Regression. Given a peptide amino acid sequence and an MHC pseudo amino acid sequence, predict their binding affinity value. This is MHC class I binding data. The peptide sequence is GQTGVIADY. The MHC is HLA-B58:01 with pseudo-sequence HLA-B58:01. The binding affinity (normalized) is 0.0847.